The task is: Predict the product of the given reaction.. This data is from Forward reaction prediction with 1.9M reactions from USPTO patents (1976-2016). (1) Given the reactants [Br:1][C:2]1[CH:3]=[C:4]([Cl:11])[C:5]([F:10])=[C:6]([CH:9]=1)[C:7]#[N:8].Cl, predict the reaction product. The product is: [Br:1][C:2]1[CH:3]=[C:4]([Cl:11])[C:5]([F:10])=[C:6]([CH:9]=1)[CH2:7][NH2:8]. (2) Given the reactants [CH2:1]([C:3]1[N:8]=[C:7]2[N:9]([CH:13]([CH2:17][O:18][CH3:19])[CH2:14][O:15][CH3:16])[N:10]=[C:11]([CH3:12])[C:6]2=[N:5][C:4]=1[C:20]1[C:21]([O:29][CH3:30])=[N:22][C:23]([CH:26]([CH3:28])[CH3:27])=[CH:24][CH:25]=1)[CH3:2].C(OCC(N1C2=NC(CC)=C(C3C(OC)=NC(C(C)C)=CC=3)N=C2C(C)=N1)CO)[C:32]1[CH:37]=[CH:36][CH:35]=[CH:34][CH:33]=1.[Na].CI, predict the reaction product. The product is: [CH2:16]([O:15][CH2:14][CH:13]([N:9]1[C:7]2=[N:8][C:3]([CH2:1][CH3:2])=[C:4]([C:20]3[C:21]([O:29][CH3:30])=[N:22][C:23]([CH:26]([CH3:27])[CH3:28])=[CH:24][CH:25]=3)[N:5]=[C:6]2[C:11]([CH3:12])=[N:10]1)[CH2:17][O:18][CH3:19])[C:32]1[CH:37]=[CH:36][CH:35]=[CH:34][CH:33]=1. (3) Given the reactants [CH2:1]([O:8][CH:9]([CH:36]([C:43]1[CH:48]=[CH:47][CH:46]=[CH:45][CH:44]=1)[C:37]1[CH:42]=[CH:41][CH:40]=[CH:39][CH:38]=1)[C:10]([NH:12][C:13]1[CH:34]=[CH:33][CH:32]=[C:31]([F:35])[C:14]=1[CH2:15][CH2:16][C@H:17]1[CH2:21][O:20]C(C)(C)[N:18]1C(OC(C)(C)C)=O)=[O:11])[C:2]1[CH:7]=[CH:6][CH:5]=[CH:4][CH:3]=1.C(O)(C(F)(F)F)=O.O, predict the reaction product. The product is: [NH2:18][C@H:17]([CH2:21][OH:20])[CH2:16][CH2:15][C:14]1[C:31]([F:35])=[CH:32][CH:33]=[CH:34][C:13]=1[NH:12][C:10](=[O:11])[CH:9]([O:8][CH2:1][C:2]1[CH:3]=[CH:4][CH:5]=[CH:6][CH:7]=1)[CH:36]([C:43]1[CH:44]=[CH:45][CH:46]=[CH:47][CH:48]=1)[C:37]1[CH:42]=[CH:41][CH:40]=[CH:39][CH:38]=1. (4) Given the reactants [Cl:1][C:2]1[CH:3]=[C:4]2[C:8](=[CH:9][CH:10]=1)[N:7]([S:11]([C:14]1[CH:19]=[CH:18][C:17]([O:20][CH3:21])=[CH:16][C:15]=1[O:22][C:23]([F:26])([F:25])[F:24])(=[O:13])=[O:12])[C:6](=[O:27])[C:5]2([N:38]1[CH2:47][C@H:46]([OH:48])[CH2:45][C@H:39]1[C:40]([N:42]([CH3:44])[CH3:43])=[O:41])[C:28]1[CH:33]=[C:32]([CH:34]=O)[CH:31]=[CH:30][C:29]=1[O:36][CH3:37].[NH:49]1[CH2:54][CH2:53][CH2:52][CH2:51][CH2:50]1.C(O)(=O)C.C(O[BH-](OC(=O)C)OC(=O)C)(=O)C.[Na+], predict the reaction product. The product is: [Cl:1][C:2]1[CH:3]=[C:4]2[C:8](=[CH:9][CH:10]=1)[N:7]([S:11]([C:14]1[CH:19]=[CH:18][C:17]([O:20][CH3:21])=[CH:16][C:15]=1[O:22][C:23]([F:26])([F:24])[F:25])(=[O:12])=[O:13])[C:6](=[O:27])[C:5]2([N:38]1[CH2:47][C@H:46]([OH:48])[CH2:45][C@H:39]1[C:40]([N:42]([CH3:44])[CH3:43])=[O:41])[C:28]1[CH:33]=[C:32]([CH2:34][N:49]2[CH2:54][CH2:53][CH2:52][CH2:51][CH2:50]2)[CH:31]=[CH:30][C:29]=1[O:36][CH3:37]. (5) Given the reactants P(Cl)(Cl)(Cl)=O.CN(C)C=O.[CH:11]([Cl:14])(Cl)Cl.C[C:16]1[CH:25]=[C:24](C)[CH:23]=[C:22]2[C:17]=1[CH2:18][CH2:19][CH2:20][C:21]2=[O:27], predict the reaction product. The product is: [Cl:14][C:11]1[C:22]2[C:17](=[CH:16][CH:25]=[CH:24][CH:23]=2)[CH2:18][CH2:19][C:20]=1[CH:21]=[O:27]. (6) Given the reactants [N:1]1[CH:6]=[CH:5][CH:4]=[CH:3][C:2]=1[CH2:7][O:8][N:9]1C(=O)C2C(=CC=CC=2)C1=O.O.NN, predict the reaction product. The product is: [N:1]1[CH:6]=[CH:5][CH:4]=[CH:3][C:2]=1[CH2:7][O:8][NH2:9]. (7) Given the reactants Br[C:2]1[CH:7]=[CH:6][C:5]([CH2:8][CH2:9][O:10][CH3:11])=[CH:4][CH:3]=1.[CH3:12][C:13]([NH:17][C:18](=[O:24])[O:19][C:20]([CH3:23])([CH3:22])[CH3:21])([C:15]#[CH:16])[CH3:14], predict the reaction product. The product is: [CH3:11][O:10][CH2:9][CH2:8][C:5]1[CH:6]=[CH:7][C:2]([C:16]#[C:15][C:13]([NH:17][C:18](=[O:24])[O:19][C:20]([CH3:23])([CH3:22])[CH3:21])([CH3:14])[CH3:12])=[CH:3][CH:4]=1.